From a dataset of Reaction yield outcomes from USPTO patents with 853,638 reactions. Predict the reaction yield, written as a fraction of the theoretical maximum amount of product (1.0 means a 100% yield; for example, 0.34 means a 34% yield). (1) The reactants are C(OC([N:8]1[CH2:13][CH2:12][N:11]([S:14]([C:17]2[CH:22]=[CH:21][C:20]([Br:23])=[CH:19][CH:18]=2)(=[O:16])=[O:15])[CH2:10][CH2:9]1)=O)(C)(C)C. The catalyst is ClCCl.FC(F)(F)C(O)=O. The product is [Br:23][C:20]1[CH:19]=[CH:18][C:17]([S:14]([N:11]2[CH2:12][CH2:13][NH:8][CH2:9][CH2:10]2)(=[O:16])=[O:15])=[CH:22][CH:21]=1. The yield is 0.880. (2) The reactants are [NH2:1][C:2]1[CH:3]=[N:4][CH:5]=[CH:6][CH:7]=1.ClC1C=C[C:16]2[C:11](=[CH:12][C:13]([C:19]3[NH:27][C:26]4[CH2:25][CH2:24][NH:23][C:22](=[O:28])[C:21]=4[CH:20]=3)=[CH:14][CH:15]=2)N=1.[Li+].C[Si]([N-:34][Si](C)(C)C)(C)C.[CH2:39]1[CH2:43]OC[CH2:40]1. No catalyst specified. The product is [N:4]1[CH:5]=[CH:6][CH:7]=[C:2]([NH:1][C:43]2[CH:39]=[CH:40][C:11]3[C:12](=[C:13]([C:19]4[NH:27][C:26]5[CH2:25][CH2:24][NH:23][C:22](=[O:28])[C:21]=5[CH:20]=4)[CH:14]=[CH:15][CH:16]=3)[N:34]=2)[CH:3]=1. The yield is 0.340.